Dataset: Full USPTO retrosynthesis dataset with 1.9M reactions from patents (1976-2016). Task: Predict the reactants needed to synthesize the given product. Given the product [CH2:20]([N:27]1[CH:32]2[CH2:33][CH2:34][CH:28]1[CH:29]=[C:30]([C:2]1[C:3]([O:10][C:11]([CH3:14])([CH3:13])[CH3:12])=[C:4]([CH:7]=[CH:8][CH:9]=1)[C:5]#[N:6])[CH2:31]2)[C:21]1[CH:26]=[CH:25][CH:24]=[CH:23][CH:22]=1, predict the reactants needed to synthesize it. The reactants are: Br[C:2]1[C:3]([O:10][C:11]([CH3:14])([CH3:13])[CH3:12])=[C:4]([CH:7]=[CH:8][CH:9]=1)[C:5]#[N:6].C([Mg]Cl)(C)C.[CH2:20]([N:27]1[CH:32]2[CH2:33][CH2:34][CH:28]1[CH:29]=[C:30](OS(C(F)(F)F)(=O)=O)[CH2:31]2)[C:21]1[CH:26]=[CH:25][CH:24]=[CH:23][CH:22]=1.